This data is from Catalyst prediction with 721,799 reactions and 888 catalyst types from USPTO. The task is: Predict which catalyst facilitates the given reaction. Reactant: [Cl:1][C:2]1[CH:7]=[CH:6][C:5]([S:8]([C:11]2([C:33]3[CH:38]=[C:37]([F:39])[CH:36]=[CH:35][C:34]=3[F:40])[CH2:16][CH2:15][CH:14]([NH:17][S:18]([N:21]3[CH2:25][CH2:24][C@@H:23]([O:26]C(=O)C(C)(C)C)[CH2:22]3)(=[O:20])=[O:19])[CH2:13][CH2:12]2)(=[O:10])=[O:9])=[CH:4][CH:3]=1.CC(C[AlH]CC(C)C)C. Product: [Cl:1][C:2]1[CH:7]=[CH:6][C:5]([S:8]([C:11]2([C:33]3[CH:38]=[C:37]([F:39])[CH:36]=[CH:35][C:34]=3[F:40])[CH2:16][CH2:15][CH:14]([NH:17][S:18]([N:21]3[CH2:25][CH2:24][C@@H:23]([OH:26])[CH2:22]3)(=[O:20])=[O:19])[CH2:13][CH2:12]2)(=[O:10])=[O:9])=[CH:4][CH:3]=1. The catalyst class is: 451.